Predict the reactants needed to synthesize the given product. From a dataset of Retrosynthesis with 50K atom-mapped reactions and 10 reaction types from USPTO. (1) Given the product COCCOc1ccc(F)cc1CNCc1ccc(Br)cc1S(C)(=O)=O, predict the reactants needed to synthesize it. The reactants are: COCCOc1ccc(F)cc1CBr.CS(=O)(=O)c1cc(Br)ccc1CN. (2) Given the product Cc1c(-c2ccc(Cl)cc2)n[nH]c1NC(=O)CS, predict the reactants needed to synthesize it. The reactants are: Cc1c(-c2ccc(Cl)cc2)n[nH]c1N.O=C(O)CS. (3) Given the product CC(=O)Nc1cc(F)ccc1C, predict the reactants needed to synthesize it. The reactants are: CC(=O)OC(C)=O.Cc1ccc(F)cc1N. (4) Given the product COc1ccc(N2CCOCC2)c2sc(C(=O)NCC(=O)c3csc4ccccc34)nc12, predict the reactants needed to synthesize it. The reactants are: COc1ccc(N2CCOCC2)c2sc(C(=O)O)nc12.NCC(=O)c1csc2ccccc12. (5) Given the product CCCCCS(=O)(=O)NC(=O)CCCc1ccc(OCCOC)cc1Oc1ncc(C(F)(F)F)cc1Cl, predict the reactants needed to synthesize it. The reactants are: CCCCCS(N)(=O)=O.COCCOc1ccc(CCCC(=O)O)c(Oc2ncc(C(F)(F)F)cc2Cl)c1. (6) Given the product COCCOc1ccc(C(NC(=O)OC(C)(C)C)C(=O)N[C@@H](Cc2ccccc2)C(=O)Nc2nc(C(=O)OC)cs2)cc1, predict the reactants needed to synthesize it. The reactants are: COC(=O)c1csc(NC(=O)[C@@H](N)Cc2ccccc2)n1.COCCOc1ccc([C@@H](NC(=O)OC(C)(C)C)C(=O)O)cc1. (7) Given the product COc1ccc2c(c1)N(C(=O)c1cc(Cl)c(O)c(Cl)c1)CCO2, predict the reactants needed to synthesize it. The reactants are: COc1ccc2c(c1)NCCO2.O=C(Cl)c1cc(Cl)c(O)c(Cl)c1. (8) Given the product O=C(N[C@H]1CCN(c2ccc(F)cc2[N+](=O)[O-])C[C@H]1F)OCc1ccccc1, predict the reactants needed to synthesize it. The reactants are: O=C(N[C@H]1CCNC[C@H]1F)OCc1ccccc1.O=[N+]([O-])c1cc(F)ccc1F.